Dataset: NCI-60 drug combinations with 297,098 pairs across 59 cell lines. Task: Regression. Given two drug SMILES strings and cell line genomic features, predict the synergy score measuring deviation from expected non-interaction effect. (1) Drug 1: CCC1=C2CN3C(=CC4=C(C3=O)COC(=O)C4(CC)O)C2=NC5=C1C=C(C=C5)O. Drug 2: CC1=C(C(=O)C2=C(C1=O)N3CC4C(C3(C2COC(=O)N)OC)N4)N. Cell line: HT29. Synergy scores: CSS=35.3, Synergy_ZIP=0.252, Synergy_Bliss=1.53, Synergy_Loewe=-2.89, Synergy_HSA=3.97. (2) Cell line: NCIH23. Drug 1: CC(C)NC(=O)C1=CC=C(C=C1)CNNC.Cl. Synergy scores: CSS=-2.21, Synergy_ZIP=0.617, Synergy_Bliss=0.397, Synergy_Loewe=-9.01, Synergy_HSA=-3.26. Drug 2: C1C(C(OC1N2C=NC(=NC2=O)N)CO)O. (3) Drug 1: C(=O)(N)NO. Drug 2: N.N.Cl[Pt+2]Cl. Cell line: A498. Synergy scores: CSS=23.8, Synergy_ZIP=-8.76, Synergy_Bliss=-4.77, Synergy_Loewe=-19.8, Synergy_HSA=-4.71. (4) Synergy scores: CSS=49.0, Synergy_ZIP=10.5, Synergy_Bliss=12.5, Synergy_Loewe=7.01, Synergy_HSA=14.5. Drug 1: C1CC2CC3=C(CC1C24CN(S(=O)(=O)N4)CC(F)(F)F)C=CC(=C3)C=CCN5CCC(CC5)C(F)(F)F. Drug 2: C1CC(CNC1)C2=CC=C(C=C2)N3C=C4C=CC=C(C4=N3)C(=O)N. Cell line: NCIH23.